This data is from Full USPTO retrosynthesis dataset with 1.9M reactions from patents (1976-2016). The task is: Predict the reactants needed to synthesize the given product. (1) Given the product [NH2:14][C:13]1[N:12]=[CH:11][N:10]=[C:9]2[N:5]([CH:3]3[CH2:2][N:1]([CH2:28][C@H:29]([OH:30])[CH2:31][OH:32])[CH2:4]3)[N:6]=[C:7]([C:15]3[CH:16]=[CH:17][C:18]([O:21][C:22]4[CH:27]=[CH:26][CH:25]=[CH:24][CH:23]=4)=[CH:19][CH:20]=3)[C:8]=12, predict the reactants needed to synthesize it. The reactants are: [NH:1]1[CH2:4][CH:3]([N:5]2[C:9]3=[N:10][CH:11]=[N:12][C:13]([NH2:14])=[C:8]3[C:7]([C:15]3[CH:20]=[CH:19][C:18]([O:21][C:22]4[CH:27]=[CH:26][CH:25]=[CH:24][CH:23]=4)=[CH:17][CH:16]=3)=[N:6]2)[CH2:2]1.[CH2:28]1[O:30][C@@H:29]1[CH2:31][OH:32]. (2) Given the product [F:16][C:14]([F:17])([F:15])[C:13]([C:10]1[CH:11]=[CH:12][C:7]([C:45]2[CH:44]=[CH:43][CH:42]=[C:41]([CH:39]=[CH2:40])[CH:46]=2)=[C:8]([CH2:26][CH2:27][CH3:28])[CH:9]=1)([O:22][CH2:23][O:24][CH3:25])[C:18]([F:20])([F:19])[F:21], predict the reactants needed to synthesize it. The reactants are: FC(F)(F)S(O[C:7]1[CH:12]=[CH:11][C:10]([C:13]([O:22][CH2:23][O:24][CH3:25])([C:18]([F:21])([F:20])[F:19])[C:14]([F:17])([F:16])[F:15])=[CH:9][C:8]=1[CH2:26][CH2:27][CH3:28])(=O)=O.P([O-])([O-])([O-])=O.[K+].[K+].[K+].[CH:39]([C:41]1[CH:42]=[C:43](B(O)O)[CH:44]=[CH:45][CH:46]=1)=[CH2:40].Cl.